Dataset: Full USPTO retrosynthesis dataset with 1.9M reactions from patents (1976-2016). Task: Predict the reactants needed to synthesize the given product. (1) Given the product [CH3:1][S:2]([C:5]1[N:10]=[CH:9][C:8]([O:11][C:12]2[CH:13]=[C:14]3[C:18](=[CH:19][CH:20]=2)[NH:17][C:16]([C:21](=[S:33])[NH2:23])=[CH:15]3)=[CH:7][CH:6]=1)(=[O:4])=[O:3], predict the reactants needed to synthesize it. The reactants are: [CH3:1][S:2]([C:5]1[N:10]=[CH:9][C:8]([O:11][C:12]2[CH:13]=[C:14]3[C:18](=[CH:19][CH:20]=2)[NH:17][C:16]([C:21]([NH2:23])=O)=[CH:15]3)=[CH:7][CH:6]=1)(=[O:4])=[O:3].COC1C=CC(P2(SP(C3C=CC(OC)=CC=3)(=S)S2)=[S:33])=CC=1.C(OCC)(=O)C.CCCCCC. (2) The reactants are: Br[C:2]1[CH:10]=[CH:9][CH:8]=[C:7]2[C:3]=1[CH2:4][N:5]([CH2:12][CH2:13][C:14]1[CH:23]=[CH:22][C:21]3[C:16](=[CH:17][CH:18]=[CH:19][N:20]=3)[N:15]=1)[C:6]2=[O:11].CC([O-])=O.[K+].[CH3:29][C:30]1([CH3:46])[C:34]([CH3:36])([CH3:35])[O:33][B:32]([B:32]2[O:33][C:34]([CH3:36])([CH3:35])[C:30]([CH3:46])([CH3:29])[O:31]2)[O:31]1.O1CCOCC1. Given the product [N:15]1[C:16]2[C:21](=[N:20][CH:19]=[CH:18][CH:17]=2)[CH:22]=[CH:23][C:14]=1[CH2:13][CH2:12][N:5]1[CH2:4][C:3]2[C:7](=[CH:8][CH:9]=[CH:10][C:2]=2[B:32]2[O:33][C:34]([CH3:36])([CH3:35])[C:30]([CH3:46])([CH3:29])[O:31]2)[C:6]1=[O:11], predict the reactants needed to synthesize it. (3) Given the product [C:1]([O:5][C:6]([N:8]1[CH2:16][C:15]2[C:10](=[CH:11][CH:12]=[C:13]([CH:17]3[CH2:22][CH2:21][CH2:20][O:19][CH2:18]3)[CH:14]=2)[CH2:9]1)=[O:7])([CH3:4])([CH3:2])[CH3:3], predict the reactants needed to synthesize it. The reactants are: [C:1]([O:5][C:6]([N:8]1[CH2:16][C:15]2[C:10](=[CH:11][CH:12]=[C:13]([C:17]3[CH2:22][CH2:21][CH2:20][O:19][CH:18]=3)[CH:14]=2)[CH2:9]1)=[O:7])([CH3:4])([CH3:3])[CH3:2].C([O-])=O.[NH4+]. (4) Given the product [F:1][C:2]1[CH:7]=[CH:6][CH:5]=[C:4]([F:8])[C:3]=1[CH:9]([CH:16]([C:23]1[CH:24]=[CH:25][C:26]([F:29])=[CH:27][CH:28]=1)[C:17]#[CH:18])[CH2:10][C:11]([O:13][CH2:14][CH3:15])=[O:12], predict the reactants needed to synthesize it. The reactants are: [F:1][C:2]1[CH:7]=[CH:6][CH:5]=[C:4]([F:8])[C:3]=1[CH:9]([CH:16]([C:23]1[CH:28]=[CH:27][C:26]([F:29])=[CH:25][CH:24]=1)[C:17]#[C:18][Si](C)(C)C)[CH2:10][C:11]([O:13][CH2:14][CH3:15])=[O:12].C(=O)([O-])[O-].[K+].[K+]. (5) Given the product [CH3:1][O:2][C:3](=[O:28])[CH2:4][CH2:5][C:6]12[CH2:11][CH2:10][C:9]([C:14]3[NH:22][C:21]4[C:20](=[O:23])[NH:19][C:18](=[O:24])[N:17]([CH2:25][CH2:26][CH3:27])[C:16]=4[N:15]=3)([CH2:8][CH2:7]1)[CH2:12][CH2:13]2, predict the reactants needed to synthesize it. The reactants are: [CH3:1][O:2][C:3](=[O:28])[CH:4]=[CH:5][C:6]12[CH2:13][CH2:12][C:9]([C:14]3[NH:22][C:21]4[C:20](=[O:23])[NH:19][C:18](=[O:24])[N:17]([CH2:25][CH2:26][CH3:27])[C:16]=4[N:15]=3)([CH2:10][CH2:11]1)[CH2:8][CH2:7]2. (6) Given the product [C:6]([N:8]1[CH2:13][CH2:12][CH2:11][C@@H:10]([C@@:14]([C:15]2[CH:20]=[CH:19][CH:18]=[C:17]([Cl:21])[CH:16]=2)([OH:22])[CH2:27][CH2:26][CH2:25][C:24]([F:31])([F:23])[CH3:30])[CH2:9]1)([O:5][C:1]([CH3:4])([CH3:2])[CH3:3])=[O:7], predict the reactants needed to synthesize it. The reactants are: [C:1]([O:5][C:6]([N:8]1[CH2:13][CH2:12][CH2:11][C@@H:10]([C:14](=[O:22])[C:15]2[CH:20]=[CH:19][CH:18]=[C:17]([Cl:21])[CH:16]=2)[CH2:9]1)=[O:7])([CH3:4])([CH3:3])[CH3:2].[F:23][C:24]([F:31])([CH3:30])[CH2:25][CH2:26][CH2:27][Mg]Cl. (7) Given the product [CH3:1][O:5][C:6](=[O:26])[C:7]([S:10][C:11]1[S:12][CH:13]=[C:14]([CH2:16][CH2:17][O:18][C:19]2[CH:20]=[CH:21][C:22]([I:25])=[CH:23][CH:24]=2)[N:15]=1)([CH3:9])[CH3:8], predict the reactants needed to synthesize it. The reactants are: [C:1]([O:5][C:6](=[O:26])[C:7]([S:10][C:11]1[S:12][CH:13]=[C:14]([CH2:16][CH2:17][O:18][C:19]2[CH:24]=[CH:23][C:22]([I:25])=[CH:21][CH:20]=2)[N:15]=1)([CH3:9])[CH3:8])(C)(C)C.FC(F)(F)C(O)=O.